Task: Predict which catalyst facilitates the given reaction.. Dataset: Catalyst prediction with 721,799 reactions and 888 catalyst types from USPTO (1) Reactant: [Cl:1][C:2]1[CH:12]=[CH:11][CH:10]=[CH:9][C:3]=1[O:4][CH2:5][C:6](O)=[O:7].CN(C(ON1N=NC2C=CC=NC1=2)=[N+](C)C)C.F[P-](F)(F)(F)(F)F.CCN(CC)CC.[NH:44]([C:46](=[S:48])[NH2:47])[NH2:45]. Product: [Cl:1][C:2]1[CH:12]=[CH:11][CH:10]=[CH:9][C:3]=1[O:4][CH2:5][C:6]([NH:45][NH:44][C:46](=[S:48])[NH2:47])=[O:7]. The catalyst class is: 3. (2) Reactant: Cl[C:2]1[C:11]2[C:10](=[O:12])[N:9]([CH3:13])[CH:8]=[N:7][C:6]=2[CH:5]=[C:4]([Cl:14])[N:3]=1.C1(C)C=CC(S(O)(=O)=O)=CC=1.[NH2:26][C@@H:27]1[CH2:31][CH2:30][O:29][CH2:28]1.CCN(C(C)C)C(C)C. Product: [Cl:14][C:4]1[N:3]=[C:2]([NH:26][C@@H:27]2[CH2:31][CH2:30][O:29][CH2:28]2)[C:11]2[C:10](=[O:12])[N:9]([CH3:13])[CH:8]=[N:7][C:6]=2[CH:5]=1. The catalyst class is: 12. (3) Reactant: [CH3:1][N:2]([CH3:27])[C:3]([C:5]1[N:10]=[C:9]2[C:11]([CH:15]=[O:16])=[C:12]([CH3:14])[NH:13][C:8]2=[C:7]([NH:17][CH2:18][C:19]2[C:24]([CH3:25])=[CH:23][CH:22]=[CH:21][C:20]=2[CH3:26])[CH:6]=1)=[O:4].[BH4-].[Na+].ClCCl.[Cl-].[NH4+]. Product: [CH3:27][N:2]([CH3:1])[C:3]([C:5]1[N:10]=[C:9]2[C:11]([CH2:15][OH:16])=[C:12]([CH3:14])[NH:13][C:8]2=[C:7]([NH:17][CH2:18][C:19]2[C:24]([CH3:25])=[CH:23][CH:22]=[CH:21][C:20]=2[CH3:26])[CH:6]=1)=[O:4]. The catalyst class is: 8. (4) Reactant: [F:1][C:2]1[CH:11]=[CH:10][C:5]([C:6]([NH:8][NH2:9])=[O:7])=[CH:4][CH:3]=1.CN1CCCC1=O.[F:19][C:20]1[CH:28]=[CH:27][C:23]([C:24](Cl)=[O:25])=[CH:22][CH:21]=1. Product: [F:1][C:2]1[CH:11]=[CH:10][C:5]([C:6]([NH:8][NH:9][C:24](=[O:25])[C:23]2[CH:27]=[CH:28][C:20]([F:19])=[CH:21][CH:22]=2)=[O:7])=[CH:4][CH:3]=1. The catalyst class is: 6.